From a dataset of Full USPTO retrosynthesis dataset with 1.9M reactions from patents (1976-2016). Predict the reactants needed to synthesize the given product. (1) The reactants are: [CH:1]([NH:4][C:5]1[C:10]2[C:11]([C:33]3[CH:38]=[C:37]([N:39]4[CH2:44][CH2:43][O:42][CH2:41][CH2:40]4)[N:36]=[CH:35][N:34]=3)=[N:12][N:13](C(C3C=CC=CC=3)(C3C=CC=CC=3)C3C=CC=CC=3)[C:9]=2[CH:8]=[CH:7][N:6]=1)([CH3:3])[CH3:2].ClC1N=CN=C(C2C3C(NC(C)C)=NC=CC=3N(C(C3C=CC=CC=3)(C3C=CC=CC=3)C3C=CC=CC=3)N=2)C=1.N1CCOCC1.C([O-])([O-])=O.[Cs+].[Cs+]. Given the product [CH:1]([NH:4][C:5]1[C:10]2[C:11]([C:33]3[CH:38]=[C:37]([N:39]4[CH2:40][CH2:41][O:42][CH2:43][CH2:44]4)[N:36]=[CH:35][N:34]=3)=[N:12][NH:13][C:9]=2[CH:8]=[CH:7][N:6]=1)([CH3:3])[CH3:2], predict the reactants needed to synthesize it. (2) The reactants are: [F:1][C:2]1[CH:3]=[C:4]([CH2:9][C:10]([NH:12][C@H:13]([C:15]([NH:17][C@H:18]([C:26]([OH:28])=[O:27])[CH2:19][C:20]2[CH:25]=[CH:24][CH:23]=[CH:22][CH:21]=2)=[O:16])[CH3:14])=[O:11])[CH:5]=[C:6]([F:8])[CH:7]=1.[Br:29][CH2:30][CH2:31][CH2:32]O. Given the product [Br:29][CH2:30][CH2:31][CH2:32][O:27][C:26](=[O:28])[C@H:18]([CH2:19][C:20]1[CH:25]=[CH:24][CH:23]=[CH:22][CH:21]=1)[NH:17][C:15](=[O:16])[C@H:13]([CH3:14])[NH:12][C:10](=[O:11])[CH2:9][C:4]1[CH:3]=[C:2]([F:1])[CH:7]=[C:6]([F:8])[CH:5]=1, predict the reactants needed to synthesize it. (3) Given the product [F:48][C:49]1[C:50]([OH:58])=[C:51]([CH:55]=[CH:56][CH:57]=1)[C:52]([N:2]([CH3:1])[CH2:3][CH2:4][CH2:5][CH2:6][CH2:7][CH2:8][CH2:9][CH2:10][CH2:11][N:12]1[CH2:13][CH2:14][CH:15]([O:18][C:19](=[O:33])[NH:20][C:21]2[CH:26]=[CH:25][CH:24]=[CH:23][C:22]=2[C:27]2[CH:28]=[CH:29][CH:30]=[CH:31][CH:32]=2)[CH2:16][CH2:17]1)=[O:54], predict the reactants needed to synthesize it. The reactants are: [CH3:1][NH:2][CH2:3][CH2:4][CH2:5][CH2:6][CH2:7][CH2:8][CH2:9][CH2:10][CH2:11][N:12]1[CH2:17][CH2:16][CH:15]([O:18][C:19](=[O:33])[NH:20][C:21]2[CH:26]=[CH:25][CH:24]=[CH:23][C:22]=2[C:27]2[CH:32]=[CH:31][CH:30]=[CH:29][CH:28]=2)[CH2:14][CH2:13]1.C1(N)C(F)=C(F)C(F)=C(N)C=1F.Cl.Cl.[F:48][C:49]1[C:50]([OH:58])=[C:51]([CH:55]=[CH:56][CH:57]=1)[C:52]([OH:54])=O. (4) The reactants are: Cl[C:2]1[C:11]2[C:6](=[CH:7][CH:8]=[CH:9][CH:10]=2)[N:5]=[C:4]([CH3:12])[CH:3]=1.[Cl:13][C:14]1[CH:15]=[C:16]([CH:19]=[CH:20][C:21]=1[Cl:22])[CH2:17][NH2:18]. Given the product [Cl:13][C:14]1[CH:15]=[C:16]([CH:19]=[CH:20][C:21]=1[Cl:22])[CH2:17][NH:18][C:2]1[C:11]2[C:6](=[CH:7][CH:8]=[CH:9][CH:10]=2)[N:5]=[C:4]([CH3:12])[CH:3]=1, predict the reactants needed to synthesize it. (5) Given the product [O:21]=[C:19]([CH3:20])[CH2:18][CH2:17][CH2:16][CH2:15][C:12]1[O:13][CH:14]=[C:10]([NH:9][C:22]([C:24]2[N:25]=[C:26]([CH3:36])[O:27][C:28]=2[C:29]2[CH:30]=[C:31]([CH3:35])[CH:32]=[CH:33][CH:34]=2)=[O:23])[N:11]=1, predict the reactants needed to synthesize it. The reactants are: N#N.C(OC(=O)[N:9]([C:22]([C:24]1[N:25]=[C:26]([CH3:36])[O:27][C:28]=1[C:29]1[CH:30]=[C:31]([CH3:35])[CH:32]=[CH:33][CH:34]=1)=[O:23])[C:10]1[N:11]=[C:12]([CH2:15][CH2:16][CH2:17][CH2:18][C:19](=[O:21])[CH3:20])[O:13][CH:14]=1)(C)(C)C.FC(F)(F)C(O)=O. (6) Given the product [CH3:2][C:3]([N+:7]([O-:8])=[CH:16][C:15]1[C:10]([F:9])=[CH:11][C:12]([S:22]([OH:25])(=[O:23])=[O:24])=[CH:13][C:14]=1[S:18]([OH:21])(=[O:20])=[O:19])([CH3:6])[CH2:4][CH3:5], predict the reactants needed to synthesize it. The reactants are: Cl.[CH3:2][C:3]([NH:7][OH:8])([CH3:6])[CH2:4][CH3:5].[F:9][C:10]1[C:15]([CH:16]=O)=[C:14]([S:18]([OH:21])(=[O:20])=[O:19])[CH:13]=[C:12]([S:22]([OH:25])(=[O:24])=[O:23])[CH:11]=1. (7) Given the product [C:1]([NH:4][C:5]1[N:6]=[C:7]2[C:12](=[CH:13][CH:14]=1)[N:11]=[CH:10][C:9]([C:15]#[N:16])=[C:8]2[Cl:20])(=[O:3])[CH3:2], predict the reactants needed to synthesize it. The reactants are: [C:1]([NH:4][C:5]1[N:6]=[C:7]2[C:12](=[CH:13][CH:14]=1)[N:11]=[CH:10][C:9]([C:15]#[N:16])=[C:8]2O)(=[O:3])[CH3:2].O=P(Cl)(Cl)[Cl:20]. (8) Given the product [CH3:1][O:2][C:3](=[O:19])[C:4]1[CH:5]=[CH:6][C:7]([CH2:10][N:11]([S:12]([CH2:15][N:16]=[N+:17]=[N-:18])(=[O:13])=[O:14])[C:25]([O:24][C:20]([CH3:23])([CH3:22])[CH3:21])=[O:26])=[CH:8][CH:9]=1, predict the reactants needed to synthesize it. The reactants are: [CH3:1][O:2][C:3](=[O:19])[C:4]1[CH:9]=[CH:8][C:7]([CH2:10][NH:11][S:12]([CH2:15][N:16]=[N+:17]=[N-:18])(=[O:14])=[O:13])=[CH:6][CH:5]=1.[C:20]([O:24][C:25](=O)[O:26]C(C)(C)C)([CH3:23])([CH3:22])[CH3:21]. (9) Given the product [C:1]([C:5]1[CH:6]=[C:7]([NH:16][C:17]([NH:19][C:20]2[C:29]3[C:24](=[CH:25][CH:26]=[CH:27][CH:28]=3)[C:23]([O:30][C:31]3[CH:36]=[CH:35][N:34]=[C:33]([NH:37][C:38]4[CH:43]=[C:42]([O:44][CH2:45][CH2:46][O:47][CH2:48][CH2:49][O:50][CH2:51][CH2:52][O:53][CH3:54])[CH:41]=[C:40]([O:55][CH3:56])[CH:39]=4)[N:32]=3)=[CH:22][CH:21]=2)=[O:18])[C:8]([O:14][CH3:15])=[C:9]([CH:13]=1)[C:10]([NH:61][CH2:60][CH2:59][O:58][CH3:57])=[O:12])([CH3:2])([CH3:3])[CH3:4], predict the reactants needed to synthesize it. The reactants are: [C:1]([C:5]1[CH:6]=[C:7]([NH:16][C:17]([NH:19][C:20]2[C:29]3[C:24](=[CH:25][CH:26]=[CH:27][CH:28]=3)[C:23]([O:30][C:31]3[CH:36]=[CH:35][N:34]=[C:33]([NH:37][C:38]4[CH:43]=[C:42]([O:44][CH2:45][CH2:46][O:47][CH2:48][CH2:49][O:50][CH2:51][CH2:52][O:53][CH3:54])[CH:41]=[C:40]([O:55][CH3:56])[CH:39]=4)[N:32]=3)=[CH:22][CH:21]=2)=[O:18])[C:8]([O:14][CH3:15])=[C:9]([CH:13]=1)[C:10]([OH:12])=O)([CH3:4])([CH3:3])[CH3:2].[CH3:57][O:58][CH2:59][CH2:60][NH2:61].C(N(CC)CC)C.C(P1(=O)OP(CCC)(=O)OP(CCC)(=O)O1)CC.CCOC(C)=O. (10) Given the product [NH2:1][C:2]1[N:7]=[C:6]([NH:12][C@H:13]([C:15]2[N:20]=[C:19]3[CH:21]=[CH:22][N:23]([CH3:24])[C:18]3=[CH:17][C:16]=2[N:25]2[CH2:30][CH2:29][N:28]([C:31]([O:33][C:34]([CH3:35])([CH3:37])[CH3:36])=[O:32])[C@@H:27]([CH3:38])[CH2:26]2)[CH3:14])[C:5]([C:9]#[N:10])=[C:4]([CH3:11])[N:3]=1, predict the reactants needed to synthesize it. The reactants are: [NH2:1][C:2]1[N:7]=[C:6](Cl)[C:5]([C:9]#[N:10])=[C:4]([CH3:11])[N:3]=1.[NH2:12][C@H:13]([C:15]1[N:20]=[C:19]2[CH:21]=[CH:22][N:23]([CH3:24])[C:18]2=[CH:17][C:16]=1[N:25]1[CH2:30][CH2:29][N:28]([C:31]([O:33][C:34]([CH3:37])([CH3:36])[CH3:35])=[O:32])[C@@H:27]([CH3:38])[CH2:26]1)[CH3:14].C(N(CC)CC)C.